This data is from Reaction yield outcomes from USPTO patents with 853,638 reactions. The task is: Predict the reaction yield, written as a fraction of the theoretical maximum amount of product (1.0 means a 100% yield; for example, 0.34 means a 34% yield). (1) The reactants are [Br:1][C:2]1[CH:3]=[C:4]2[C:9](=[O:10])[O:8][C:6](=O)[C:5]2=[CH:11][CH:12]=1.[CH2:13]([NH:18][CH2:19]C(OCC)=O)[C:14]([CH3:17])([CH3:16])[CH3:15].Cl.[C:26](=[O:29])([O-])[O-:27].[K+].[K+].CI.[O-][CH2:35]C.[Na+].C(O)C.O1[CH2:45][CH2:44][CH2:43]C1. The catalyst is O. The product is [Br:1][C:2]1[CH:3]=[C:4]2[C:5]([C:6]([OH:8])=[C:19]([C:26]([O:27][C:44]([CH3:43])([CH3:45])[CH3:35])=[O:29])[N:18]([CH2:13][C:14]([CH3:15])([CH3:16])[CH3:17])[C:9]2=[O:10])=[CH:11][CH:12]=1. The yield is 0.316. (2) The catalyst is C(O)CCC. The reactants are NC1C=CC(C2C=CC(C(=O)CC(C)(C)C(OC)=O)=CC=2)=CC=1.ClC1SC2C=CC=CC=2N=1.[S:34]1[C:38]2[CH:39]=[CH:40][CH:41]=[CH:42][C:37]=2[N:36]=[C:35]1[NH:43][C:44]1[CH:49]=[CH:48][C:47]([C:50]2[CH:55]=[CH:54][C:53]([C:56](=[O:65])[CH2:57][C:58]([CH3:64])([CH3:63])[C:59]([O:61]C)=[O:60])=[CH:52][CH:51]=2)=[CH:46][CH:45]=1.[OH-].[Na+].Cl. The yield is 0.450. The product is [S:34]1[C:38]2[CH:39]=[CH:40][CH:41]=[CH:42][C:37]=2[N:36]=[C:35]1[NH:43][C:44]1[CH:45]=[CH:46][C:47]([C:50]2[CH:55]=[CH:54][C:53]([C:56](=[O:65])[CH2:57][C:58]([CH3:63])([CH3:64])[C:59]([OH:61])=[O:60])=[CH:52][CH:51]=2)=[CH:48][CH:49]=1. (3) The reactants are [C:1]([O:4]/[N:5]=[C:6](/[C:8]1[CH:9]=[CH:10][C:11]([NH:14][C:15](=[O:22])[CH2:16][CH2:17][C:18]([O:20][CH3:21])=[O:19])=[N:12][CH:13]=1)\[NH2:7])(=O)[CH3:2].[F-].C([N+](CCCC)(CCCC)CCCC)CCC. The catalyst is O1CCCC1. The product is [CH3:2][C:1]1[O:4][N:5]=[C:6]([C:8]2[CH:9]=[CH:10][C:11]([NH:14][C:15](=[O:22])[CH2:16][CH2:17][C:18]([O:20][CH3:21])=[O:19])=[N:12][CH:13]=2)[N:7]=1. The yield is 0.370.